This data is from Catalyst prediction with 721,799 reactions and 888 catalyst types from USPTO. The task is: Predict which catalyst facilitates the given reaction. (1) Reactant: [N:1]([O-:3])=O.[Na+].[CH3:5][O:6][CH2:7][CH2:8][O:9][CH2:10][CH2:11][O:12][C:13]1[N:18]=[C:17]([NH2:19])[N:16]=[C:15]([NH2:20])[CH:14]=1. Product: [CH3:5][O:6][CH2:7][CH2:8][O:9][CH2:10][CH2:11][O:12][C:13]1[N:18]=[C:17]([NH2:19])[N:16]=[C:15]([NH2:20])[C:14]=1[N:1]=[O:3]. The catalyst class is: 211. (2) Reactant: [CH2:1]([C:3]([CH2:15][OH:16])([CH3:14])[C:4]([O:6][CH2:7][C:8]1[CH:13]=[CH:12][CH:11]=[CH:10][CH:9]=1)=[O:5])[OH:2].N1C=CC=CC=1.[C:23](=O)=[O:24].CC(C)=O.ClC(Cl)(OC(=O)OC(Cl)(Cl)Cl)Cl. Product: [CH3:14][C:3]1([C:4]([O:6][CH2:7][C:8]2[CH:13]=[CH:12][CH:11]=[CH:10][CH:9]=2)=[O:5])[CH2:15][O:16][C:23](=[O:24])[O:2][CH2:1]1. The catalyst class is: 2. (3) Reactant: [Cl:1][C:2]1[CH:3]=[CH:4][C:5]([CH3:9])=[C:6]([CH:8]=1)[NH2:7].[CH:10]1([C:16]#[N:17])[CH2:15][CH2:14][CH2:13][CH2:12][CH2:11]1. Product: [Cl:1][C:2]1[CH:3]=[CH:4][C:5]([CH3:9])=[C:6]([NH:7][C:16]([CH:10]2[CH2:15][CH2:14][CH2:13][CH2:12][CH2:11]2)=[NH:17])[CH:8]=1. The catalyst class is: 61. (4) Reactant: ClC1C2C(=CC=CC=2)C(C)=NN=1.[NH2:13][C:14]1[CH:34]=[CH:33][C:17]2[N:18]([C:21]3[CH:26]=[CH:25][C:24](C4C=CC=CC=4)=[CH:23][CH:22]=3)[CH:19]=[N:20][C:16]=2[CH:15]=1. Product: [NH2:13][C:14]1[CH:34]=[CH:33][C:17]2[N:18]([C:21]3[CH:26]=[CH:25][CH:24]=[CH:23][CH:22]=3)[CH:19]=[N:20][C:16]=2[CH:15]=1. The catalyst class is: 41. (5) Reactant: C([O:3][C:4]([C:6]1[N:7]=[CH:8][N:9]([C:11]2[CH:12]=[C:13]([C:17]3[CH:22]=[CH:21][CH:20]=[CH:19][CH:18]=3)[CH:14]=[CH:15][CH:16]=2)[CH:10]=1)=[O:5])C.[OH-].[K+]. Product: [C:13]1([C:17]2[CH:18]=[CH:19][CH:20]=[CH:21][CH:22]=2)[CH:14]=[CH:15][CH:16]=[C:11]([N:9]2[CH:10]=[C:6]([C:4]([OH:5])=[O:3])[N:7]=[CH:8]2)[CH:12]=1. The catalyst class is: 8.